From a dataset of Full USPTO retrosynthesis dataset with 1.9M reactions from patents (1976-2016). Predict the reactants needed to synthesize the given product. (1) Given the product [CH3:17][C:18]1[N:23]=[CH:22][C:21]([NH2:24])=[CH:20][C:19]=1[C:2]1[CH:7]=[C:6]([N:8]2[CH2:13][CH2:12][O:11][CH2:10][CH2:9]2)[N:5]2[N:14]=[CH:15][CH:16]=[C:4]2[N:3]=1, predict the reactants needed to synthesize it. The reactants are: Cl[C:2]1[CH:7]=[C:6]([N:8]2[CH2:13][CH2:12][O:11][CH2:10][CH2:9]2)[N:5]2[N:14]=[CH:15][CH:16]=[C:4]2[N:3]=1.[CH3:17][C:18]1[N:23]=[CH:22][C:21]([NH2:24])=[CH:20][C:19]=1B1OC(C)(C)C(C)(C)O1.C(=O)([O-])[O-].[Na+].[Na+].CO. (2) Given the product [CH2:1]([O:4][N:5]=[C:6]1[CH2:10][N:9]([C:11](=[O:13])[CH:27]([C:21]2[CH:22]=[CH:23][CH:24]=[CH:25][CH:26]=2)[C:31]2[CH:32]=[CH:33][CH:34]=[CH:35][CH:36]=2)[C@H:8]([C:18]([NH:46][C:45]2[C:40]3[C:41](=[N:37][S:38][N:39]=3)[CH:42]=[CH:43][CH:44]=2)=[O:20])[CH2:7]1)[CH:2]=[CH2:3], predict the reactants needed to synthesize it. The reactants are: [CH2:1]([O:4][N:5]=[C:6]1[CH2:10][N:9]([C:11]([O:13]C(C)(C)C)=O)[C@H:8]([C:18]([OH:20])=O)[CH2:7]1)[CH:2]=[CH2:3].[C:21]1([CH:27]([C:31]2[CH:36]=[CH:35][CH:34]=[CH:33][CH:32]=2)C(Cl)=O)[CH:26]=[CH:25][CH:24]=[CH:23][CH:22]=1.[N:37]1[S:38][N:39]=[C:40]2[C:45]([NH2:46])=[CH:44][CH:43]=[CH:42][C:41]=12. (3) Given the product [CH3:13][O:14][C:15]([C:17]1([CH:23]([OH:25])[CH3:24])[CH2:22][O:21][CH2:20][CH2:19][O:18]1)=[O:16], predict the reactants needed to synthesize it. The reactants are: C(NC(C)C)(C)C.C([Li])CCC.[CH3:13][O:14][C:15]([CH:17]1[CH2:22][O:21][CH2:20][CH2:19][O:18]1)=[O:16].[CH:23](=[O:25])[CH3:24]. (4) Given the product [Cl:18][C:10]1[C:11]2[CH:12]=[CH:13][CH:14]=[C:5]([C:3]([O:2][CH3:1])=[O:4])[C:6]=2[CH:7]=[CH:8][N:9]=1, predict the reactants needed to synthesize it. The reactants are: [CH3:1][O:2][C:3]([C:5]1[CH:14]=[CH:13][CH:12]=[C:11]2[C:6]=1[CH:7]=[CH:8][N+:9]([O-])=[CH:10]2)=[O:4].O=P(Cl)(Cl)[Cl:18]. (5) Given the product [CH:1]1([O:4][CH2:5][CH2:6][CH2:7][CH:8]=[O:9])[CH2:3][CH2:2]1, predict the reactants needed to synthesize it. The reactants are: [CH:1]1([O:4][CH2:5][CH2:6][CH2:7][CH2:8][OH:9])[CH2:3][CH2:2]1.O. (6) Given the product [Br:4][C:5]1[CH:6]=[CH:7][C:8]([O:23][CH2:24][C:25]2[CH:30]=[CH:29][C:28]([F:31])=[CH:27][C:26]=2[F:32])=[C:9]([CH:22]=1)[C:10]([OH:12])=[O:11], predict the reactants needed to synthesize it. The reactants are: [OH-].[Li+].O.[Br:4][C:5]1[CH:6]=[CH:7][C:8]([O:23][CH2:24][C:25]2[CH:30]=[CH:29][C:28]([F:31])=[CH:27][C:26]=2[F:32])=[C:9]([CH:22]=1)[C:10]([O:12]CC1C=CC(F)=CC=1F)=[O:11].